Task: Predict the product of the given reaction.. Dataset: Forward reaction prediction with 1.9M reactions from USPTO patents (1976-2016) (1) Given the reactants Cl[C:2]1[CH:3]=[C:4]([NH:10][C:11]2[N:16]=[CH:15][C:14]([N:17]3[CH2:22][CH2:21][N:20]([C:23]([O:25][C:26]([CH3:29])([CH3:28])[CH3:27])=[O:24])[CH2:19][C@@H:18]3[CH3:30])=[CH:13][CH:12]=2)[C:5]([O:8][CH3:9])=[N:6][CH:7]=1.C([O:34][CH2:35][C:36]1[C:37]([N:51]2[CH2:62][CH2:61][N:60]3[C:53](=[CH:54][C:55]4[CH2:56][C:57]([CH3:64])([CH3:63])[CH2:58][C:59]=43)[C:52]2=[O:65])=[N:38][CH:39]=[CH:40][C:41]=1B1OC(C)(C)C(C)(C)O1)(=O)C.C1CCC(P(C2CCCCC2)C2CCCCC2)CC1.C([O-])([O-])=O.[Cs+].[Cs+].O.[OH-].[Li+], predict the reaction product. The product is: [CH3:63][C:57]1([CH3:64])[CH2:56][C:55]2[CH:54]=[C:53]3[N:60]([CH2:61][CH2:62][N:51]([C:37]4[C:36]([CH2:35][OH:34])=[C:41]([C:2]5[CH:3]=[C:4]([NH:10][C:11]6[N:16]=[CH:15][C:14]([N:17]7[CH2:22][CH2:21][N:20]([C:23]([O:25][C:26]([CH3:27])([CH3:29])[CH3:28])=[O:24])[CH2:19][C@@H:18]7[CH3:30])=[CH:13][CH:12]=6)[C:5]([O:8][CH3:9])=[N:6][CH:7]=5)[CH:40]=[CH:39][N:38]=4)[C:52]3=[O:65])[C:59]=2[CH2:58]1. (2) Given the reactants [Cl:1][C:2]1[C:7]([N:8]2[CH2:13][CH2:12][CH:11]3[NH:14][CH2:15][CH2:16][CH:10]3[CH2:9]2)=[CH:6][C:5]([C:17]#[N:18])=[CH:4][C:3]=1[NH:19][C:20]1[N:25]=[C:24]([N:26]([CH:36]2[CH2:38][CH2:37]2)CC2C=CC(OC)=CC=2)[C:23]2=[N:39][CH:40]=[C:41]([C:42]#[N:43])[N:22]2[N:21]=1.[CH3:44][CH:45]1[CH2:47][O:46]1.C1(OC)C=CC=CC=1.C(O)(C(F)(F)F)=O.ClC(Cl)C, predict the reaction product. The product is: [Cl:1][C:2]1[C:7]([N:8]2[CH2:13][CH2:12][CH:11]3[N:14]([CH2:44][CH:45]([OH:46])[CH3:47])[CH2:15][CH2:16][CH:10]3[CH2:9]2)=[CH:6][C:5]([C:17]#[N:18])=[CH:4][C:3]=1[NH:19][C:20]1[N:25]=[C:24]([NH:26][CH:36]2[CH2:37][CH2:38]2)[C:23]2=[N:39][CH:40]=[C:41]([C:42]#[N:43])[N:22]2[N:21]=1. (3) Given the reactants O.[C:2]([OH:6])(=[O:5])[CH:3]=[O:4].C(N(CC)CC)C.C([O:16][C:17](=[O:31])[C:18](=O)[CH2:19][S:20][C:21]1[S:22][C:23]2[CH:29]=[CH:28][CH:27]=[CH:26][C:24]=2[N:25]=1)C, predict the reaction product. The product is: [S:22]1[C:23]2[CH:29]=[CH:28][CH:27]=[CH:26][C:24]=2[N:25]=[C:21]1[S:20][C:19]1[CH:18]([C:17]([OH:31])=[O:16])[O:5][C:2](=[O:6])[C:3]=1[OH:4]. (4) Given the reactants [CH:1]1[CH:2]=[CH:3][C:4]2[NH:11][C:9](=[O:10])[CH:8]=[C:7]([CH2:12][CH:13]([NH:17][C:18]([C:20]3[CH:21]=[CH:22][C:23]([Cl:26])=[CH:24][CH:25]=3)=[O:19])[C:14]([OH:16])=[O:15])[C:5]=2[CH:6]=1.Cl[CH:28]1[CH2:32][CH2:31][CH2:30][CH2:29]1, predict the reaction product. The product is: [Cl:26][C:23]1[CH:24]=[CH:25][C:20]([C:18]([NH:17][CH:13]([CH2:12][C:7]2[C:5]3[C:4](=[CH:3][CH:2]=[CH:1][CH:6]=3)[NH:11][C:9](=[O:10])[CH:8]=2)[C:14]([O:16][CH:28]2[CH2:32][CH2:31][CH2:30][CH2:29]2)=[O:15])=[O:19])=[CH:21][CH:22]=1. (5) Given the reactants [Cl:1][C:2]1[CH:3]=[C:4]([NH:9][C:10]2[C:11]3[C:18]4[CH2:19][CH2:20][NH:21][CH2:22][C:17]=4[O:16][C:12]=3[N:13]=[CH:14][N:15]=2)[CH:5]=[CH:6][C:7]=1[F:8].Cl.[CH3:24][N:25]([CH:32]([CH3:34])[CH3:33])[CH2:26]/[CH:27]=[CH:28]/[C:29](O)=[O:30], predict the reaction product. The product is: [Cl:1][C:2]1[CH:3]=[C:4]([NH:9][C:10]2[C:11]3[C:18]4[CH2:19][CH2:20][N:21]([C:29](=[O:30])/[CH:28]=[CH:27]/[CH2:26][N:25]([CH3:24])[CH:32]([CH3:34])[CH3:33])[CH2:22][C:17]=4[O:16][C:12]=3[N:13]=[CH:14][N:15]=2)[CH:5]=[CH:6][C:7]=1[F:8]. (6) Given the reactants [F:1][C:2]1[CH:3]=[C:4]([CH:19]=[C:20]([C:22]2([O:28][CH3:29])[CH2:27][CH2:26][O:25][CH2:24][CH2:23]2)[CH:21]=1)[O:5][CH2:6][C:7]1[CH:8]=[C:9]2[C:14](=[CH:15][CH:16]=1)[N:13]=[C:12]([NH:17][NH2:18])[CH:11]=[CH:10]2.[CH3:30][C:31]([CH3:33])=O, predict the reaction product. The product is: [F:1][C:2]1[CH:3]=[C:4]([CH:19]=[C:20]([C:22]2([O:28][CH3:29])[CH2:27][CH2:26][O:25][CH2:24][CH2:23]2)[CH:21]=1)[O:5][CH2:6][C:7]1[CH:8]=[C:9]2[C:14](=[CH:15][CH:16]=1)[N:13]1[C:31]([CH3:33])([CH3:30])[NH:18][N:17]=[C:12]1[CH:11]=[CH:10]2. (7) Given the reactants C([O:3][C:4](=[O:33])[C:5]1[CH:10]=[C:9]([N:11]2[C:15]([CH3:16])=[CH:14][CH:13]=[C:12]2[C:17]2[CH:22]=[C:21]([Cl:23])[CH:20]=[CH:19][C:18]=2[O:24][CH2:25][C:26]2[CH:31]=[CH:30][C:29]([Cl:32])=[CH:28][CH:27]=2)[CH:8]=[N:7][CH:6]=1)C.C(O)C, predict the reaction product. The product is: [Cl:23][C:21]1[CH:20]=[CH:19][C:18]([O:24][CH2:25][C:26]2[CH:27]=[CH:28][C:29]([Cl:32])=[CH:30][CH:31]=2)=[C:17]([C:12]2[N:11]([C:9]3[CH:8]=[N:7][CH:6]=[C:5]([CH:10]=3)[C:4]([OH:33])=[O:3])[C:15]([CH3:16])=[CH:14][CH:13]=2)[CH:22]=1.